The task is: Predict the reactants needed to synthesize the given product.. This data is from Full USPTO retrosynthesis dataset with 1.9M reactions from patents (1976-2016). (1) Given the product [Cl:1][C:2]1[CH:3]=[C:4]([NH:39][CH:40]2[CH2:36][CH2:41]2)[C:5]2[N:6]([C:8]([C:11]([NH:13][C:14]3[CH:19]=[CH:18][N:17]=[CH:16][C:15]=3[F:20])=[O:12])=[CH:9][N:10]=2)[N:7]=1, predict the reactants needed to synthesize it. The reactants are: [Cl:1][C:2]1[CH:3]=[C:4](Cl)[C:5]2[N:6]([C:8]([C:11]([NH:13][C:14]3[CH:19]=[CH:18][N:17]=[CH:16][C:15]=3[F:20])=[O:12])=[CH:9][N:10]=2)[N:7]=1.Br[C:41]1[C:40]2[N:39](C(C(N[C:36]3[CH:41]=[CH:40][N:39]=CC=3F)=O)=CN=2)N=C(Cl)[CH:36]=1.CCN(C(C)C)C(C)C.C1(N)CC1. (2) Given the product [NH2:7][C@H:8]1[CH2:13][CH2:12][CH2:11][CH2:10][C@H:9]1[NH:14][C:15](=[O:21])[O:16][C:17]([CH3:19])([CH3:18])[CH3:20], predict the reactants needed to synthesize it. The reactants are: [OH-].[Na+].FC(F)(F)C([NH:7][C@H:8]1[CH2:13][CH2:12][CH2:11][CH2:10][C@H:9]1[NH:14][C:15](=[O:21])[O:16][C:17]([CH3:20])([CH3:19])[CH3:18])=O.CCO. (3) Given the product [Cl:1][C:2]1[CH:3]=[C:4]([F:41])[C:5]2[N:11]3[CH:12]=[CH:13][CH:14]=[C:10]3[C@@H:9]([CH2:15][C:16]([N:18]3[CH2:23][CH2:22][CH:21]([CH2:24][C:25]([OH:27])=[O:26])[CH2:20][CH2:19]3)=[O:17])[O:8][C@H:7]([C:30]3[CH:35]=[CH:34][CH:33]=[C:32]([O:36][CH3:37])[C:31]=3[O:38][CH3:39])[C:6]=2[CH:40]=1, predict the reactants needed to synthesize it. The reactants are: [Cl:1][C:2]1[CH:3]=[C:4]([F:41])[C:5]2[N:11]3[CH:12]=[CH:13][CH:14]=[C:10]3[C@H:9]([CH2:15][C:16]([N:18]3[CH2:23][CH2:22][CH:21]([CH2:24][C:25]([O:27]CC)=[O:26])[CH2:20][CH2:19]3)=[O:17])[O:8][C@@H:7]([C:30]3[CH:35]=[CH:34][CH:33]=[C:32]([O:36][CH3:37])[C:31]=3[O:38][CH3:39])[C:6]=2[CH:40]=1.C(=O)([O-])[O-].[K+].[K+].Cl. (4) The reactants are: [NH2:1][C@@H:2]1[CH2:7][CH2:6][CH2:5][CH2:4][C@H:3]1[NH2:8].[C:9]1([P:15]([C:24]2[CH:29]=[CH:28][CH:27]=[CH:26][CH:25]=2)[C:16]2[CH:23]=[CH:22][CH:21]=[CH:20][C:17]=2[CH:18]=O)[CH:14]=[CH:13][CH:12]=[CH:11][CH:10]=1. Given the product [C:9]1([P:15]([C:24]2[CH:29]=[CH:28][CH:27]=[CH:26][CH:25]=2)[C:16]2[CH:23]=[CH:22][CH:21]=[CH:20][C:17]=2[CH:18]=[N:1][C@@H:2]2[CH2:7][CH2:6][CH2:5][CH2:4][C@H:3]2[N:8]=[CH:18][C:17]2[CH:20]=[CH:21][CH:22]=[CH:23][C:16]=2[P:15]([C:9]2[CH:14]=[CH:13][CH:12]=[CH:11][CH:10]=2)[C:24]2[CH:29]=[CH:28][CH:27]=[CH:26][CH:25]=2)[CH:14]=[CH:13][CH:12]=[CH:11][CH:10]=1, predict the reactants needed to synthesize it. (5) Given the product [CH3:24][C:25]1([CH3:41])[C:29]([CH3:31])([CH3:30])[O:28][B:27]([C:2]2[CH:11]=[CH:10][CH:9]=[C:8]3[C:3]=2[CH2:4][CH2:5][N:6]([C:12]([O:14][C:15]([CH3:18])([CH3:17])[CH3:16])=[O:13])[CH2:7]3)[O:26]1, predict the reactants needed to synthesize it. The reactants are: Br[C:2]1[CH:11]=[CH:10][CH:9]=[C:8]2[C:3]=1[CH2:4][CH2:5][N:6]([C:12]([O:14][C:15]([CH3:18])([CH3:17])[CH3:16])=[O:13])[CH2:7]2.C([O-])(=O)C.[K+].[CH3:24][C:25]1([CH3:41])[C:29]([CH3:31])([CH3:30])[O:28][B:27]([B:27]2[O:28][C:29]([CH3:31])([CH3:30])[C:25]([CH3:41])([CH3:24])[O:26]2)[O:26]1.O. (6) Given the product [F:1][C:2]1[CH:23]=[CH:22][C:5]([CH2:6][C:7]2([CH2:20][NH:33][C@@H:31]3[CH2:32][C@H:30]3[C:24]3[CH:29]=[CH:28][CH:27]=[CH:26][CH:25]=3)[CH2:12][CH2:11][N:10]([C:13]([O:15][C:16]([CH3:19])([CH3:18])[CH3:17])=[O:14])[CH2:9][CH2:8]2)=[CH:4][CH:3]=1, predict the reactants needed to synthesize it. The reactants are: [F:1][C:2]1[CH:23]=[CH:22][C:5]([CH2:6][C:7]2([CH:20]=O)[CH2:12][CH2:11][N:10]([C:13]([O:15][C:16]([CH3:19])([CH3:18])[CH3:17])=[O:14])[CH2:9][CH2:8]2)=[CH:4][CH:3]=1.[C:24]1([C@@H:30]2[CH2:32][C@H:31]2[NH2:33])[CH:29]=[CH:28][CH:27]=[CH:26][CH:25]=1.C(O)(=O)C.C(O[BH-](OC(=O)C)OC(=O)C)(=O)C.[Na+]. (7) Given the product [C:15]([NH:14][CH2:13][CH:11]1[O:10][C:9](=[O:18])[N:8]([C:6]2[CH:5]=[CH:4][C:3]([C:19]3[CH:24]=[CH:23][C:22]([CH2:25][O:26][S:35]([CH3:34])(=[O:37])=[O:36])=[CH:21][CH:20]=3)=[C:2]([F:1])[CH:7]=2)[CH2:12]1)(=[O:17])[CH3:16], predict the reactants needed to synthesize it. The reactants are: [F:1][C:2]1[CH:7]=[C:6]([N:8]2[CH2:12][CH:11]([CH2:13][NH:14][C:15](=[O:17])[CH3:16])[O:10][C:9]2=[O:18])[CH:5]=[CH:4][C:3]=1[C:19]1[CH:24]=[CH:23][C:22]([CH2:25][OH:26])=[CH:21][CH:20]=1.C(N(CC)CC)C.[CH3:34][S:35](Cl)(=[O:37])=[O:36].O. (8) Given the product [C:14]([N:1]1[CH2:5][CH2:4][CH2:3][C:2]1=[O:6])(=[O:21])[C:15]1[CH:20]=[CH:19][CH:18]=[CH:17][CH:16]=1, predict the reactants needed to synthesize it. The reactants are: [NH:1]1[CH2:5][CH2:4][CH2:3][C:2]1=[O:6].C(N(CC)CC)C.[C:14](Cl)(=[O:21])[C:15]1[CH:20]=[CH:19][CH:18]=[CH:17][CH:16]=1.O. (9) Given the product [CH3:48][N:49]1[CH2:53][CH2:52][CH2:51][CH:50]1[CH2:54][O:1][C:2]1[CH:3]=[C:4]2[C:9](=[CH:10][CH:11]=1)[CH:8]=[C:7]([C:12]1[C:20]3[C:15](=[CH:16][CH:17]=[C:18]([C:21]#[N:22])[CH:19]=3)[N:14]([CH:23]3[CH2:28][CH2:27][CH2:26][CH2:25][O:24]3)[N:13]=1)[CH:6]=[CH:5]2, predict the reactants needed to synthesize it. The reactants are: [OH:1][C:2]1[CH:3]=[C:4]2[C:9](=[CH:10][CH:11]=1)[CH:8]=[C:7]([C:12]1[C:20]3[C:15](=[CH:16][CH:17]=[C:18]([C:21]#[N:22])[CH:19]=3)[N:14]([CH:23]3[CH2:28][CH2:27][CH2:26][CH2:25][O:24]3)[N:13]=1)[CH:6]=[CH:5]2.C1(P(C2C=CC=CC=2)C2C=CC=CC=2)C=CC=CC=1.[CH3:48][N:49]1[CH2:53][CH2:52][CH2:51][C@H:50]1[CH2:54]O.CC(OC(/N=N/C(OC(C)C)=O)=O)C. (10) Given the product [Br:1][C:2]1[CH:7]=[CH:6][C:5]([C:8]2[CH2:12][C:11]([C:17]3[CH:22]=[C:21]([Cl:23])[CH:20]=[C:19]([Cl:24])[CH:18]=3)([C:13]([F:15])([F:14])[F:16])[O:10][N:9]=2)=[CH:4][C:3]=1[CH2:25][Br:33], predict the reactants needed to synthesize it. The reactants are: [Br:1][C:2]1[CH:7]=[CH:6][C:5]([C:8]2[CH2:12][C:11]([C:17]3[CH:22]=[C:21]([Cl:23])[CH:20]=[C:19]([Cl:24])[CH:18]=3)([C:13]([F:16])([F:15])[F:14])[O:10][N:9]=2)=[CH:4][C:3]=1[CH3:25].C1C(=O)N([Br:33])C(=O)C1.CC(N=NC(C#N)(C)C)(C#N)C.